From a dataset of Forward reaction prediction with 1.9M reactions from USPTO patents (1976-2016). Predict the product of the given reaction. (1) Given the reactants [N:1]1[CH:6]=[C:5]([CH2:7][CH2:8][N:9]2[CH:13]=[CH:12][N:11]=[C:10]2[CH:14]=O)[CH:4]=[N:3][CH:2]=1.[NH2:16][CH2:17][C:18]1[CH:23]=[C:22]([C:24]([O:26][CH3:27])=[O:25])[CH:21]=[C:20]([CH3:28])[N:19]=1, predict the reaction product. The product is: [CH3:28][C:20]1[CH:21]=[C:22]([C:24]([O:26][CH3:27])=[O:25])[CH:23]=[C:18]([CH2:17][NH:16][CH2:14][C:10]2[N:9]([CH2:8][CH2:7][C:5]3[CH:4]=[N:3][CH:2]=[N:1][CH:6]=3)[CH:13]=[CH:12][N:11]=2)[N:19]=1. (2) Given the reactants C(O[CH:5]1[O:34][C@H:33]([CH2:35][O:36][CH2:37][C:38]2[CH:43]=[CH:42][CH:41]=[CH:40][CH:39]=2)[C@H:24]([O:25][CH2:26][C:27]2[CH:32]=[CH:31][CH:30]=[CH:29][CH:28]=2)[C@H:15]([O:16][CH2:17][C:18]2[CH:23]=[CH:22][CH:21]=[CH:20][CH:19]=2)[C@H:6]1[O:7][CH2:8][C:9]1[CH:14]=[CH:13][CH:12]=[CH:11][CH:10]=1)(=O)C.[BrH:44].C(=O)([O-])O.[Na+], predict the reaction product. The product is: [CH2:8]([O:7][C@@H:6]1[C@@H:15]([O:16][CH2:17][C:18]2[CH:23]=[CH:22][CH:21]=[CH:20][CH:19]=2)[C@@H:24]([O:25][CH2:26][C:27]2[CH:28]=[CH:29][CH:30]=[CH:31][CH:32]=2)[C@@H:33]([CH2:35][O:36][CH2:37][C:38]2[CH:39]=[CH:40][CH:41]=[CH:42][CH:43]=2)[O:34][C@@H:5]1[Br:44])[C:9]1[CH:10]=[CH:11][CH:12]=[CH:13][CH:14]=1. (3) Given the reactants [F:1][C:2]1[CH:9]=[CH:8][C:7]([CH:10](O)[C:11]([F:14])([F:13])[F:12])=[CH:6][C:3]=1[C:4]#[N:5].CCN(S(F)(F)[F:22])CC, predict the reaction product. The product is: [F:1][C:2]1[CH:9]=[CH:8][C:7]([CH:10]([F:22])[C:11]([F:14])([F:13])[F:12])=[CH:6][C:3]=1[C:4]#[N:5]. (4) The product is: [C:7]([C:9]1[CH:14]=[CH:13][C:12]([NH:6][C:1](=[O:5])[C:2]([CH3:4])=[CH2:3])=[CH:11][C:10]=1[C:16]([F:17])([F:18])[F:19])#[N:8]. Given the reactants [C:1]([NH2:6])(=[O:5])[C:2]([CH3:4])=[CH2:3].[C:7]([C:9]1[CH:14]=[CH:13][C:12](F)=[CH:11][C:10]=1[C:16]([F:19])([F:18])[F:17])#[N:8].[H-].[Na+].Cl, predict the reaction product. (5) Given the reactants [C:1]([C:5]1[CH:10]=[CH:9][C:8]([S:11]([NH:14][C:15]2[C:20]([O:21][C:22]3[CH:27]=[CH:26][CH:25]=[CH:24][C:23]=3[O:28][CH3:29])=[C:19]([O:30][CH2:31][C:32]#[C:33][CH2:34][OH:35])[N:18]=[C:17]([C:36]3[CH:41]=[CH:40][N:39]=[CH:38][CH:37]=3)[N:16]=2)(=[O:13])=[O:12])=[CH:7][CH:6]=1)([CH3:4])([CH3:3])[CH3:2].[CH3:42][O:43][CH:44]1[C:49](=S(=O)=O)[C:48]([O:53][CH3:54])=[N:47][C:46](C)=[N:45]1.C(=O)([O-])[O-].[K+].[K+], predict the reaction product. The product is: [C:1]([C:5]1[CH:6]=[CH:7][C:8]([S:11]([NH:14][C:15]2[C:20]([O:21][C:22]3[CH:27]=[CH:26][CH:25]=[CH:24][C:23]=3[O:28][CH3:29])=[C:19]([O:30][CH2:31][C:32]#[C:33][CH2:34][O:35][C:46]3[N:47]=[C:48]([O:53][CH3:54])[CH:49]=[C:44]([O:43][CH3:42])[N:45]=3)[N:18]=[C:17]([C:36]3[CH:37]=[CH:38][N:39]=[CH:40][CH:41]=3)[N:16]=2)(=[O:12])=[O:13])=[CH:9][CH:10]=1)([CH3:4])([CH3:2])[CH3:3]. (6) Given the reactants [CH:1]([C:4]1[S:5][CH:6]=[C:7]([CH2:9][NH:10][CH3:11])[N:8]=1)([CH3:3])[CH3:2].O([C:19]([NH:21][C@H:22]([C:26]([OH:28])=[O:27])[CH:23]([CH3:25])[CH3:24])=[O:20])C1C=CC=CC=1.[C:29]1(C)C=CC=CC=1.CCCCCCC, predict the reaction product. The product is: [CH3:29][O:28][C:26](=[O:27])[C@H:22]([CH:23]([CH3:24])[CH3:25])[NH:21][C:19]([N:10]([CH3:11])[CH2:9][C:7]1[N:8]=[C:4]([CH:1]([CH3:3])[CH3:2])[S:5][CH:6]=1)=[O:20]. (7) Given the reactants [F:1][C:2]1[CH:7]=[CH:6][C:5]([OH:8])=[C:4]([O:9][CH3:10])[CH:3]=1.F[C:12]1[CH:17]=[CH:16][CH:15]=[CH:14][C:13]=1[N+:18]([O-:20])=[O:19].[F:21][C:22]1[CH:35]=[CH:34][C:25]([O:26][C:27]2[CH:33]=[CH:32][CH:31]=[CH:30][C:28]=2[NH2:29])=[C:24]([O:36][CH3:37])[CH:23]=1.[NH2:38][C:39]1[S:40][CH:41]=[CH:42][N:43]=1, predict the reaction product. The product is: [F:1][C:2]1[CH:7]=[CH:6][C:5]([O:8][C:12]2[CH:17]=[CH:16][CH:15]=[CH:14][C:13]=2[N+:18]([O-:20])=[O:19])=[C:4]([O:9][CH3:10])[CH:3]=1.[F:21][C:22]1[CH:35]=[CH:34][C:25]([O:26][C:27]2[CH:33]=[CH:32][CH:31]=[CH:30][C:28]=2[NH:29][C:10]([NH:38][C:39]2[S:40][CH:41]=[CH:42][N:43]=2)=[O:9])=[C:24]([O:36][CH3:37])[CH:23]=1.